Dataset: Catalyst prediction with 721,799 reactions and 888 catalyst types from USPTO. Task: Predict which catalyst facilitates the given reaction. Reactant: P([O-])([O-])([O-])=O.[K+].[K+].[K+].Cl[C:10]1[CH:11]=[CH:12][C:13]2[N:19]3[CH2:20][C@H:16]([CH2:17][CH2:18]3)[N:15]([C:21]([NH:23][C:24]3[CH:29]=[N:28][CH:27]=[CH:26][N:25]=3)=[O:22])[C:14]=2[N:30]=1.[CH3:31][C:32]1[CH:33]=[C:34](B(O)O)[CH:35]=[N:36][C:37]=1[CH3:38].CC(C1C=C(C(C)C)C(C2C=CC=CC=2P(C2CCCCC2)C2CCCCC2)=C(C(C)C)C=1)C. Product: [CH3:31][C:32]1[CH:33]=[C:34]([C:10]2[CH:11]=[CH:12][C:13]3[N:19]4[CH2:20][C@H:16]([CH2:17][CH2:18]4)[N:15]([C:21]([NH:23][C:24]4[CH:29]=[N:28][CH:27]=[CH:26][N:25]=4)=[O:22])[C:14]=3[N:30]=2)[CH:35]=[N:36][C:37]=1[CH3:38]. The catalyst class is: 488.